This data is from Full USPTO retrosynthesis dataset with 1.9M reactions from patents (1976-2016). The task is: Predict the reactants needed to synthesize the given product. Given the product [CH3:25][N:24]([CH3:26])[C:21]1[CH:22]=[CH:23][C:18]([C:16]2[N:2]([C:4]3[CH:9]=[C:8]([C:10]#[N:11])[CH:7]=[CH:6][N:5]=3)[N:3]=[CH:14][CH:15]=2)=[CH:19][CH:20]=1, predict the reactants needed to synthesize it. The reactants are: Cl.[NH:2]([C:4]1[CH:9]=[C:8]([C:10]#[N:11])[CH:7]=[CH:6][N:5]=1)[NH2:3].CN(C)/[CH:14]=[CH:15]/[C:16]([C:18]1[CH:23]=[CH:22][C:21]([N:24]([CH3:26])[CH3:25])=[CH:20][CH:19]=1)=O.